Dataset: Reaction yield outcomes from USPTO patents with 853,638 reactions. Task: Predict the reaction yield, written as a fraction of the theoretical maximum amount of product (1.0 means a 100% yield; for example, 0.34 means a 34% yield). (1) The reactants are [C:1]([O:5][C:6]([NH:8][CH2:9][C:10]([OH:12])=O)=[O:7])([CH3:4])([CH3:3])[CH3:2].Cl.[CH3:14][NH:15][O:16][CH3:17].C(N(CC)CC)C. The catalyst is CN(C)C1C=CN=CC=1.C(Cl)Cl. The product is [CH3:17][O:16][N:15]([CH3:14])[C:10](=[O:12])[CH2:9][NH:8][C:6](=[O:7])[O:5][C:1]([CH3:2])([CH3:3])[CH3:4]. The yield is 0.900. (2) The reactants are [NH2:1][CH:2]1[C:11]2([CH2:16][CH2:15][N:14](C(OC(C)(C)C)=O)[CH2:13][CH2:12]2)[O:10][C:9]2[C:4](=[CH:5][CH:6]=[CH:7][CH:8]=2)[C:3]1=O.[C:25](Cl)(=O)[CH3:26].C(N(CC)CC)C.COC1C=CC(P2(SP(C3C=CC(OC)=CC=3)(=S)S2)=[S:45])=CC=1.Cl.O1CCOCC1. The catalyst is ClCCl.C1(C)C=CC=CC=1. The product is [CH3:26][C:25]1[S:45][C:3]2[C:4]3[CH:5]=[CH:6][CH:7]=[CH:8][C:9]=3[O:10][C:11]3([CH2:12][CH2:13][NH:14][CH2:15][CH2:16]3)[C:2]=2[N:1]=1. The yield is 0.200. (3) The reactants are [CH3:1][O:2][C:3]1[CH:17]=[CH:16][C:6]([CH2:7][O:8][N:9]=[CH:10][C:11]([O:13]CC)=O)=[CH:5][CH:4]=1.[CH2:18]([NH2:21])[CH2:19][CH3:20]. The catalyst is CCO. The product is [CH3:1][O:2][C:3]1[CH:4]=[CH:5][C:6]([CH2:7][O:8][N:9]=[CH:10][C:11]([NH:21][CH2:18][CH2:19][CH3:20])=[O:13])=[CH:16][CH:17]=1. The yield is 0.890. (4) The reactants are [OH-].[Na+].[CH:3]12[CH2:12][CH:7]3[CH2:8][CH:9]([CH2:11][CH:5]([CH2:6]3)[CH:4]1[NH:13][C:14]([C:16]1[CH:17]=[N:18][N:19]([C:27]3[CH:36]=[CH:35][C:30]([C:31]([O:33]C)=[O:32])=[CH:29][CH:28]=3)[C:20]=1[S:21][CH:22]1[CH2:26][CH2:25][CH2:24][CH2:23]1)=[O:15])[CH2:10]2. The catalyst is CO. The product is [CH:3]12[CH2:12][CH:7]3[CH2:8][CH:9]([CH2:11][CH:5]([CH2:6]3)[CH:4]1[NH:13][C:14]([C:16]1[CH:17]=[N:18][N:19]([C:27]3[CH:36]=[CH:35][C:30]([C:31]([OH:33])=[O:32])=[CH:29][CH:28]=3)[C:20]=1[S:21][CH:22]1[CH2:26][CH2:25][CH2:24][CH2:23]1)=[O:15])[CH2:10]2. The yield is 0.970. (5) The reactants are B(Br)(Br)Br.[I:5][C:6]1[CH:15]=[CH:14][C:13]2[C:8](=[CH:9][CH:10]=[C:11]([O:16]C)[CH:12]=2)[CH:7]=1.O. The catalyst is ClCCl. The product is [I:5][C:6]1[CH:15]=[CH:14][C:13]2[C:8](=[CH:9][CH:10]=[C:11]([OH:16])[CH:12]=2)[CH:7]=1. The yield is 0.940. (6) The reactants are Cl[CH2:2][C:3]([NH:5][C:6]1[C:11]([CH:12]([CH3:14])[CH3:13])=[CH:10][CH:9]=[CH:8][C:7]=1[CH:15]([CH3:17])[CH3:16])=[O:4].[NH2:18][CH2:19][C:20]1([NH:26][C:27]2[CH:32]=[CH:31][CH:30]=[CH:29][CH:28]=2)[CH2:25][CH2:24][CH2:23][CH2:22][CH2:21]1.O. The catalyst is CN(C)C=O. The product is [CH:15]([C:7]1[CH:8]=[CH:9][CH:10]=[C:11]([CH:12]([CH3:14])[CH3:13])[C:6]=1[NH:5][C:3](=[O:4])[CH2:2][NH:18][CH2:19][C:20]1([NH:26][C:27]2[CH:32]=[CH:31][CH:30]=[CH:29][CH:28]=2)[CH2:25][CH2:24][CH2:23][CH2:22][CH2:21]1)([CH3:17])[CH3:16]. The yield is 0.560. (7) The reactants are [CH3:1][O:2][C:3]1[CH:4]=[C:5]([C:11]([C@@H:13]2[C@:22]3([CH3:23])[C@H:17]([C:18]([CH3:25])([CH3:24])[CH2:19][CH2:20][CH2:21]3)[CH2:16][C@@H:15]([OH:26])[C@@H:14]2[CH3:27])=[O:12])[CH:6]=[C:7]([O:9][CH3:10])[CH:8]=1.C1C=C[NH+]=CC=1.[O-][Cr](Cl)(=O)=O. The catalyst is C(Cl)Cl. The product is [CH3:10][O:9][C:7]1[CH:6]=[C:5]([C:11]([C@@H:13]2[C@:22]3([CH3:23])[C@H:17]([C:18]([CH3:25])([CH3:24])[CH2:19][CH2:20][CH2:21]3)[CH2:16][C:15](=[O:26])[C@@H:14]2[CH3:27])=[O:12])[CH:4]=[C:3]([O:2][CH3:1])[CH:8]=1. The yield is 0.930. (8) The reactants are Br[C:2]1[C:3]([O:18][C:19]2[CH:24]=[CH:23][CH:22]=[CH:21][CH:20]=2)=[C:4]2[C:9](=[CH:10][CH:11]=1)[N:8]([C:12]([CH:14]1[CH2:16][CH2:15]1)=[O:13])[C@@H:7]([CH3:17])[CH2:6][CH2:5]2.[NH:25]1[CH:29]=[CH:28][CH:27]=[N:26]1.C(=O)([O-])[O-].[Cs+].[Cs+]. The catalyst is CN(C)C=O.O.[Cu-]=O. The product is [CH:14]1([C:12]([N:8]2[C:9]3[C:4](=[C:3]([O:18][C:19]4[CH:24]=[CH:23][CH:22]=[CH:21][CH:20]=4)[C:2]([N:25]4[CH:29]=[CH:28][CH:27]=[N:26]4)=[CH:11][CH:10]=3)[CH2:5][CH2:6][C@@H:7]2[CH3:17])=[O:13])[CH2:16][CH2:15]1. The yield is 0.170.